Task: Predict the reactants needed to synthesize the given product.. Dataset: Full USPTO retrosynthesis dataset with 1.9M reactions from patents (1976-2016) (1) Given the product [CH2:1]([O:8][CH:9]1[CH2:14][CH2:13][C:12]([O:15][Si:25]([C:28]([CH3:31])([CH3:30])[CH3:29])([CH3:27])[CH3:26])=[CH:11][CH2:10]1)[C:2]1[CH:7]=[CH:6][CH:5]=[CH:4][CH:3]=1, predict the reactants needed to synthesize it. The reactants are: [CH2:1]([O:8][CH:9]1[CH2:14][CH2:13][C:12](=[O:15])[CH2:11][CH2:10]1)[C:2]1[CH:7]=[CH:6][CH:5]=[CH:4][CH:3]=1.CCN(C(C)C)C(C)C.[Si:25](OS(C(F)(F)F)(=O)=O)([C:28]([CH3:31])([CH3:30])[CH3:29])([CH3:27])[CH3:26].O. (2) Given the product [F:35][C:36]1[CH:43]=[CH:42][C:39]([CH2:40][NH:41][C:23](=[O:24])[C:22]2[CH:26]=[CH:27][C:19]([S:16]([N:9]3[C:10]4[C:15](=[CH:14][CH:13]=[CH:12][CH:11]=4)[C:7]([C:1]4[CH:6]=[CH:5][CH:4]=[CH:3][CH:2]=4)=[CH:8]3)(=[O:17])=[O:18])=[CH:20][CH:21]=2)=[CH:38][CH:37]=1, predict the reactants needed to synthesize it. The reactants are: [C:1]1([C:7]2[C:15]3[C:10](=[CH:11][CH:12]=[CH:13][CH:14]=3)[N:9]([S:16]([C:19]3[CH:27]=[CH:26][C:22]([C:23](O)=[O:24])=[CH:21][CH:20]=3)(=[O:18])=[O:17])[CH:8]=2)[CH:6]=[CH:5][CH:4]=[CH:3][CH:2]=1.CN1CCOCC1.[F:35][C:36]1[CH:43]=[CH:42][C:39]([CH2:40][NH2:41])=[CH:38][CH:37]=1.